Dataset: Forward reaction prediction with 1.9M reactions from USPTO patents (1976-2016). Task: Predict the product of the given reaction. (1) Given the reactants [CH2:1]([N:5]1C[CH2:9][CH2:8][CH2:7][C:6]1=O)[CH:2]([CH3:4])[CH3:3].CS(O)(=O)=O.[C:17](=[O:20])([O-])[O-:18].[Na+].[Na+].[Br:23][C:24]1[CH:25]=[CH:26][C:27](F)=[C:28]([CH:31]=1)[CH:29]=[O:30].Cl, predict the reaction product. The product is: [Br:23][C:24]1[CH:25]=[CH:26][C:27]([N:5]([CH2:6][CH2:7][CH2:8][CH2:9][C:17]([OH:18])=[O:20])[CH2:1][CH:2]([CH3:4])[CH3:3])=[C:28]([CH:29]=[O:30])[CH:31]=1. (2) Given the reactants Br[C:2]1[CH:7]=[CH:6][CH:5]=[C:4]([Cl:8])[CH:3]=1.[Li]CCCC.[CH3:14][C:15]([S:18]([N:20]=[C:21]1[CH2:24][O:23][CH2:22]1)=[O:19])([CH3:17])[CH3:16], predict the reaction product. The product is: [Cl:8][C:4]1[CH:3]=[C:2]([C:21]2([NH:20][S:18]([C:15]([CH3:17])([CH3:16])[CH3:14])=[O:19])[CH2:24][O:23][CH2:22]2)[CH:7]=[CH:6][CH:5]=1. (3) Given the reactants Br[C:2]1[CH:22]=[C:21]([F:23])[C:5]([CH2:6][N:7]2[C:11]([CH:12]3[CH2:14][CH2:13]3)=[C:10]([CH3:15])[C:9]([C:16]([O:18][CH2:19][CH3:20])=[O:17])=[N:8]2)=[C:4]([F:24])[CH:3]=1.[CH:25]1(B(O)O)[CH2:27][CH2:26]1.P([O-])([O-])([O-])=O.[K+].[K+].[K+].C1(P(C2CCCCC2)C2CCCCC2)CCCCC1, predict the reaction product. The product is: [CH:12]1([C:11]2[N:7]([CH2:6][C:5]3[C:21]([F:23])=[CH:22][C:2]([CH:25]4[CH2:27][CH2:26]4)=[CH:3][C:4]=3[F:24])[N:8]=[C:9]([C:16]([O:18][CH2:19][CH3:20])=[O:17])[C:10]=2[CH3:15])[CH2:14][CH2:13]1. (4) Given the reactants [F:1][C:2]1[CH:7]=[C:6]([F:8])[CH:5]=[CH:4][C:3]=1[C:9]1[CH:10]=[CH:11][C:12]2[S:16](=[O:18])(=[O:17])[N:15]([CH2:19][C:20]3[CH:25]=[CH:24][N:23]=[C:22]([O:26][CH3:27])[CH:21]=3)[C:14](=N)[C:13]=2[CH:29]=1.Cl.[OH2:31], predict the reaction product. The product is: [F:1][C:2]1[CH:7]=[C:6]([F:8])[CH:5]=[CH:4][C:3]=1[C:9]1[CH:10]=[CH:11][C:12]2[S:16](=[O:17])(=[O:18])[N:15]([CH2:19][C:20]3[CH:25]=[CH:24][N:23]=[C:22]([O:26][CH3:27])[CH:21]=3)[C:14](=[O:31])[C:13]=2[CH:29]=1. (5) Given the reactants [NH:1]([C:8]1[N:17]=[CH:16][C:15]2[CH2:14][CH2:13][C:12]3[C:18]([C:22]([O:24]CC)=[O:23])=[N:19][N:20]([CH3:21])[C:11]=3[C:10]=2[N:9]=1)[C:2]1[CH:7]=[CH:6][CH:5]=[CH:4][CH:3]=1.O.[OH-].[Li+].Cl.O, predict the reaction product. The product is: [NH:1]([C:8]1[N:17]=[CH:16][C:15]2[CH2:14][CH2:13][C:12]3[C:18]([C:22]([OH:24])=[O:23])=[N:19][N:20]([CH3:21])[C:11]=3[C:10]=2[N:9]=1)[C:2]1[CH:3]=[CH:4][CH:5]=[CH:6][CH:7]=1.